This data is from Full USPTO retrosynthesis dataset with 1.9M reactions from patents (1976-2016). The task is: Predict the reactants needed to synthesize the given product. (1) Given the product [CH2:2]([C:3]1[CH:4]=[CH:5][C:6]2=[N:10][C:9](=[O:11])[N:8]=[C:7]2[CH:12]=1)[CH2:24][CH2:23][CH2:22][CH2:21][CH2:20][CH2:19][CH2:18][CH2:17][CH2:16][CH2:15][CH3:14], predict the reactants needed to synthesize it. The reactants are: [Na].[CH3:2][C:3]1[CH:4]=[CH:5][C:6]2[NH:10][C:9](=[O:11])[NH:8][C:7]=2[CH:12]=1.Br[CH2:14][CH2:15][CH2:16][CH2:17][CH2:18][CH2:19][CH2:20][CH2:21][CH2:22][CH2:23][CH2:24]C.CN(C)C=O. (2) Given the product [CH3:1][C:2]1[O:6][C:5]([C:7]([NH:9][C:10]([C:13]2[N:19]([CH3:20])[C:17](=[O:18])[C:16]([OH:21])=[C:15]([C:22]([NH:24][CH2:25][C:26]3[CH:27]=[CH:28][C:29]([F:32])=[CH:30][CH:31]=3)=[O:23])[N:14]=2)([CH3:12])[CH3:11])=[O:8])=[N:4][N:3]=1, predict the reactants needed to synthesize it. The reactants are: [CH3:1][C:2]1[O:6][C:5]([C:7]([NH:9][C:10]([C:13]2[N:19]([CH3:20])[C:17](=[O:18])[C:16]([O-:21])=[C:15]([C:22]([NH:24][CH2:25][C:26]3[CH:27]=[CH:28][C:29]([F:32])=[CH:30][CH:31]=3)=[O:23])[N:14]=2)([CH3:12])[CH3:11])=[O:8])=[N:4][N:3]=1.[K+].Cl. (3) Given the product [CH3:18][N:2]([CH3:1])[C:3]1([CH2:10][C:11]2[CH:16]=[CH:15][CH:14]=[CH:13][C:12]=2[F:17])[CH2:8][CH2:7][C:6]([CH2:11][CH2:10][C:3]2[CH:8]=[CH:7][CH:6]=[CH:5][CH:4]=2)([OH:9])[CH2:5][CH2:4]1.[ClH:19].[CH3:18][N:2]([CH3:1])[C:3]1([CH2:10][C:11]2[CH:16]=[CH:15][CH:14]=[CH:13][C:12]=2[F:17])[CH2:8][CH2:7][C:6]([CH2:11][CH2:10][C:3]2[CH:8]=[CH:7][CH:6]=[CH:5][CH:4]=2)([OH:9])[CH2:5][CH2:4]1, predict the reactants needed to synthesize it. The reactants are: [CH3:1][N:2]([CH3:18])[C:3]1([CH2:10][C:11]2[CH:16]=[CH:15][CH:14]=[CH:13][C:12]=2[F:17])[CH2:8][CH2:7][C:6](=[O:9])[CH2:5][CH2:4]1.[Cl-:19].[NH4+]. (4) Given the product [C:22]([C:21]1[CH:24]=[C:17]([C:15]2[S:16][C:12]([C:4]3[C:3]([CH2:1][CH3:2])=[C:8]([CH2:9][CH2:10][N:29]4[CH2:32][CH:31]([C:33]([O:35][CH3:36])=[O:34])[CH2:30]4)[CH:7]=[CH:6][CH:5]=3)=[N:13][N:14]=2)[CH:18]=[CH:19][C:20]=1[CH2:25][CH:26]([CH3:28])[CH3:27])#[N:23], predict the reactants needed to synthesize it. The reactants are: [CH2:1]([C:3]1[C:8]([CH2:9][CH:10]=O)=[CH:7][CH:6]=[CH:5][C:4]=1[C:12]1[S:16][C:15]([C:17]2[CH:18]=[CH:19][C:20]([CH2:25][CH:26]([CH3:28])[CH3:27])=[C:21]([CH:24]=2)[C:22]#[N:23])=[N:14][N:13]=1)[CH3:2].[NH:29]1[CH2:32][CH:31]([C:33]([O:35][CH3:36])=[O:34])[CH2:30]1.C([O-])(=O)C.[Na+].C(O[BH-](OC(=O)C)OC(=O)C)(=O)C.[Na+]. (5) Given the product [CH3:1][O:2][C:3](=[O:45])[CH:4]([NH:29][C:30](=[O:44])[CH:31]([CH2:39][S:40][C:41](=[O:43])[CH3:42])[CH2:32][C:33]1[CH:34]=[CH:35][CH:36]=[CH:37][CH:38]=1)[CH2:5][NH:6][C:7](=[O:28])[CH2:8][CH2:9][CH:10]([NH2:20])[C:11]([N:13]1[CH2:17][CH2:16][CH2:15][CH:14]1[C:18]#[N:19])=[O:12], predict the reactants needed to synthesize it. The reactants are: [CH3:1][O:2][C:3](=[O:45])[CH:4]([NH:29][C:30](=[O:44])[CH:31]([CH2:39][S:40][C:41](=[O:43])[CH3:42])[CH2:32][C:33]1[CH:38]=[CH:37][CH:36]=[CH:35][CH:34]=1)[CH2:5][NH:6][C:7](=[O:28])[CH2:8][CH2:9][CH:10]([NH:20]C(OC(C)(C)C)=O)[C:11]([N:13]1[CH2:17][CH2:16][CH2:15][CH:14]1[C:18]#[N:19])=[O:12].O. (6) Given the product [C:27]([C:31]1[CH:36]=[CH:35][C:34]([N:3]2[C:4](=[O:26])[C:5]([CH2:11][C:12]3[CH:17]=[CH:16][C:15]([C:18]4[C:19]([C:24]#[N:25])=[CH:20][CH:21]=[CH:22][CH:23]=4)=[CH:14][CH:13]=3)=[C:6]([CH2:8][CH2:9][CH3:10])[N:7]=[C:2]2[CH3:1])=[CH:33][CH:32]=1)([CH3:30])([CH3:29])[CH3:28], predict the reactants needed to synthesize it. The reactants are: [CH3:1][C:2]1[NH:3][C:4](=[O:26])[C:5]([CH2:11][C:12]2[CH:17]=[CH:16][C:15]([C:18]3[C:19]([C:24]#[N:25])=[CH:20][CH:21]=[CH:22][CH:23]=3)=[CH:14][CH:13]=2)=[C:6]([CH2:8][CH2:9][CH3:10])[N:7]=1.[C:27]([C:31]1[CH:36]=[CH:35][C:34](B(O)O)=[CH:33][CH:32]=1)([CH3:30])([CH3:29])[CH3:28].C(N(CC)CC)C.N1C=CC=CC=1. (7) The reactants are: Cl.Cl.[NH:3]1[C:11]2[CH2:10][CH2:9][NH:8][CH:7]([C:12]([O:14][CH2:15][CH3:16])=[O:13])[C:6]=2[N:5]=[CH:4]1.CCN(CC)CC.[C:24](O[C:24]([O:26][C:27]([CH3:30])([CH3:29])[CH3:28])=[O:25])([O:26][C:27]([CH3:30])([CH3:29])[CH3:28])=[O:25]. Given the product [NH:3]1[C:11]2[CH2:10][CH2:9][N:8]([C:24]([O:26][C:27]([CH3:30])([CH3:29])[CH3:28])=[O:25])[CH:7]([C:12]([O:14][CH2:15][CH3:16])=[O:13])[C:6]=2[N:5]=[CH:4]1, predict the reactants needed to synthesize it.